This data is from NCI-60 drug combinations with 297,098 pairs across 59 cell lines. The task is: Regression. Given two drug SMILES strings and cell line genomic features, predict the synergy score measuring deviation from expected non-interaction effect. (1) Cell line: COLO 205. Drug 1: C1=CN(C=N1)CC(O)(P(=O)(O)O)P(=O)(O)O. Synergy scores: CSS=51.6, Synergy_ZIP=0.680, Synergy_Bliss=-1.05, Synergy_Loewe=-0.660, Synergy_HSA=3.00. Drug 2: CC1CCCC2(C(O2)CC(NC(=O)CC(C(C(=O)C(C1O)C)(C)C)O)C(=CC3=CSC(=N3)C)C)C. (2) Drug 1: CCC1(CC2CC(C3=C(CCN(C2)C1)C4=CC=CC=C4N3)(C5=C(C=C6C(=C5)C78CCN9C7C(C=CC9)(C(C(C8N6C)(C(=O)OC)O)OC(=O)C)CC)OC)C(=O)OC)O.OS(=O)(=O)O. Drug 2: C(CCl)NC(=O)N(CCCl)N=O. Cell line: SK-MEL-5. Synergy scores: CSS=7.11, Synergy_ZIP=-3.59, Synergy_Bliss=-1.99, Synergy_Loewe=-1.31, Synergy_HSA=-1.16. (3) Drug 1: CC1CCC2CC(C(=CC=CC=CC(CC(C(=O)C(C(C(=CC(C(=O)CC(OC(=O)C3CCCCN3C(=O)C(=O)C1(O2)O)C(C)CC4CCC(C(C4)OC)OCCO)C)C)O)OC)C)C)C)OC. Drug 2: CC12CCC3C(C1CCC2O)C(CC4=C3C=CC(=C4)O)CCCCCCCCCS(=O)CCCC(C(F)(F)F)(F)F. Cell line: SNB-75. Synergy scores: CSS=15.2, Synergy_ZIP=3.88, Synergy_Bliss=8.02, Synergy_Loewe=0.877, Synergy_HSA=5.86. (4) Drug 1: C1=NC2=C(N1)C(=S)N=C(N2)N. Drug 2: CCCCCOC(=O)NC1=NC(=O)N(C=C1F)C2C(C(C(O2)C)O)O. Cell line: NCI-H226. Synergy scores: CSS=10.9, Synergy_ZIP=-3.19, Synergy_Bliss=2.68, Synergy_Loewe=-1.42, Synergy_HSA=2.72. (5) Drug 1: CC12CCC(CC1=CCC3C2CCC4(C3CC=C4C5=CN=CC=C5)C)O. Drug 2: C1CC(C1)(C(=O)O)C(=O)O.[NH2-].[NH2-].[Pt+2]. Cell line: KM12. Synergy scores: CSS=21.2, Synergy_ZIP=-0.856, Synergy_Bliss=3.51, Synergy_Loewe=-2.72, Synergy_HSA=2.58. (6) Drug 1: C1CN1C2=NC(=NC(=N2)N3CC3)N4CC4. Drug 2: COC1=C(C=C2C(=C1)N=CN=C2NC3=CC(=C(C=C3)F)Cl)OCCCN4CCOCC4. Cell line: COLO 205. Synergy scores: CSS=54.2, Synergy_ZIP=14.7, Synergy_Bliss=13.4, Synergy_Loewe=7.11, Synergy_HSA=12.7. (7) Drug 1: CS(=O)(=O)C1=CC(=C(C=C1)C(=O)NC2=CC(=C(C=C2)Cl)C3=CC=CC=N3)Cl. Drug 2: C1C(C(OC1N2C=NC3=C2NC=NCC3O)CO)O. Cell line: DU-145. Synergy scores: CSS=12.8, Synergy_ZIP=0.155, Synergy_Bliss=7.53, Synergy_Loewe=5.93, Synergy_HSA=5.93. (8) Drug 1: C1=NNC2=C1C(=O)NC=N2. Drug 2: CC1=C(C(=O)C2=C(C1=O)N3CC4C(C3(C2COC(=O)N)OC)N4)N. Cell line: A498. Synergy scores: CSS=32.6, Synergy_ZIP=-2.19, Synergy_Bliss=2.12, Synergy_Loewe=-27.4, Synergy_HSA=1.74. (9) Drug 1: C(=O)(N)NO. Drug 2: C1C(C(OC1N2C=NC(=NC2=O)N)CO)O. Cell line: SK-MEL-28. Synergy scores: CSS=-3.56, Synergy_ZIP=0.905, Synergy_Bliss=-1.62, Synergy_Loewe=-2.96, Synergy_HSA=-3.96. (10) Drug 1: C1=C(C(=O)NC(=O)N1)F. Drug 2: CC1CCCC2(C(O2)CC(NC(=O)CC(C(C(=O)C(C1O)C)(C)C)O)C(=CC3=CSC(=N3)C)C)C. Cell line: A498. Synergy scores: CSS=41.9, Synergy_ZIP=-6.79, Synergy_Bliss=-14.0, Synergy_Loewe=-13.5, Synergy_HSA=-13.5.